This data is from Full USPTO retrosynthesis dataset with 1.9M reactions from patents (1976-2016). The task is: Predict the reactants needed to synthesize the given product. (1) Given the product [Cl:10][C:11]1[CH:16]=[C:15]([O:7][CH:5]([CH3:6])[C:4]([CH3:9])([CH3:8])[CH3:3])[N:14]=[CH:13][N:12]=1, predict the reactants needed to synthesize it. The reactants are: [H-].[Na+].[CH3:3][C:4]([CH3:9])([CH3:8])[CH:5]([OH:7])[CH3:6].[Cl:10][C:11]1[CH:16]=[C:15](Cl)[N:14]=[CH:13][N:12]=1.[Cl-].[NH4+]. (2) Given the product [F:27][C:26]([F:28])([F:29])[C:25]([C:22]1[CH:23]=[CH:24][C:19]([CH2:18][N:7]2[CH2:6][CH2:5][N:4]([C:8]([O:10][C:11]([CH3:14])([CH3:13])[CH3:12])=[O:9])[CH2:3][C:2]2=[O:1])=[CH:20][CH:21]=1)([OH:34])[C:30]([F:31])([F:33])[F:32], predict the reactants needed to synthesize it. The reactants are: [O:1]=[C:2]1[NH:7][CH2:6][CH2:5][N:4]([C:8]([O:10][C:11]([CH3:14])([CH3:13])[CH3:12])=[O:9])[CH2:3]1.[H-].[Na+].Br[CH2:18][C:19]1[CH:24]=[CH:23][C:22]([C:25]([OH:34])([C:30]([F:33])([F:32])[F:31])[C:26]([F:29])([F:28])[F:27])=[CH:21][CH:20]=1. (3) Given the product [CH2:1]([O:3][C:4](=[O:24])[CH2:5][C:6]1([CH2:21][CH2:22][CH3:23])[C:11]2[NH:12][C:13]3[C:18]([C:10]=2[CH2:9][CH2:8][O:7]1)=[C:17]([C:25]#[N:26])[CH:16]=[CH:15][C:14]=3[CH3:20])[CH3:2], predict the reactants needed to synthesize it. The reactants are: [CH2:1]([O:3][C:4](=[O:24])[CH2:5][C:6]1([CH2:21][CH2:22][CH3:23])[C:11]2[NH:12][C:13]3[C:18]([C:10]=2[CH2:9][CH2:8][O:7]1)=[C:17](Br)[CH:16]=[CH:15][C:14]=3[CH3:20])[CH3:2].[C:25]([Cu])#[N:26]. (4) Given the product [F:45][C:2]1([F:1])[CH2:7][C@H:6]([O:8][C:9]2[CH:14]=[CH:13][C:12]([S:15]([NH:18][C:19]3[CH:24]=[CH:23][N:22]=[CH:21][N:20]=3)(=[O:16])=[O:17])=[C:11]([F:36])[CH:10]=2)[C@@H:5]([C:37]2[CH:41]=[N:40][NH:39][CH:38]=2)[CH2:4][CH2:3]1, predict the reactants needed to synthesize it. The reactants are: [F:1][C:2]1([F:45])[CH2:7][C@H:6]([O:8][C:9]2[CH:14]=[CH:13][C:12]([S:15]([N:18](CC3C=CC(OC)=CC=3OC)[C:19]3[CH:24]=[CH:23][N:22]=[CH:21][N:20]=3)(=[O:17])=[O:16])=[C:11]([F:36])[CH:10]=2)[C@@H:5]([C:37]2[CH:38]=[N:39][N:40](COC)[CH:41]=2)[CH2:4][CH2:3]1.C([SiH](CC)CC)C. (5) Given the product [C:10]([C:9]1[CH:12]=[CH:13][C:6]([C:5]2[C:15]([C:14]([O:20][C:21]([CH3:24])([CH3:23])[CH3:22])=[O:19])=[C:16]([CH3:18])[NH:1][CH:4]=2)=[CH:7][CH:8]=1)#[N:11], predict the reactants needed to synthesize it. The reactants are: [N+:1](/[CH:4]=[CH:5]/[C:6]1[CH:13]=[CH:12][C:9]([C:10]#[N:11])=[CH:8][CH:7]=1)([O-])=O.[C:14]([O:20][C:21]([CH3:24])([CH3:23])[CH3:22])(=[O:19])[CH2:15][C:16]([CH3:18])=O.C[O-].[Na+].N.CO.